Dataset: Reaction yield outcomes from USPTO patents with 853,638 reactions. Task: Predict the reaction yield, written as a fraction of the theoretical maximum amount of product (1.0 means a 100% yield; for example, 0.34 means a 34% yield). (1) The yield is 0.906. The reactants are [CH3:13][C:12]([O:11][C:9](O[C:9]([O:11][C:12]([CH3:15])([CH3:14])[CH3:13])=[O:10])=[O:10])([CH3:15])[CH3:14].Cl.[NH2:17][CH2:18][C@H:19]([C:23]1[CH:28]=[CH:27][C:26]([Cl:29])=[CH:25][CH:24]=1)[C:20]([OH:22])=[O:21].O.O.O.O.O.[OH-].C[N+](C)(C)C.CC#N. The catalyst is O. The product is [C:12]([O:11][C:9]([NH:17][CH2:18][C@H:19]([C:23]1[CH:24]=[CH:25][C:26]([Cl:29])=[CH:27][CH:28]=1)[C:20]([OH:22])=[O:21])=[O:10])([CH3:13])([CH3:14])[CH3:15]. (2) The reactants are [CH3:1][C:2]1[NH:3][C:4]2[CH2:5][C:6]([CH3:28])([CH3:27])[CH2:7][C:8](=[O:26])[C:9]=2[C:10]=1[CH2:11][C:12]1[CH:17]=[CH:16][C:15]([S:18]([N:21]2[CH2:25][CH2:24][CH2:23][CH2:22]2)(=[O:20])=[O:19])=[CH:14][CH:13]=1.Br[CH2:30][C:31]([O:33][CH2:34][CH3:35])=[O:32].C(=O)([O-])[O-].[K+].[K+].[I-].[K+]. The catalyst is C(#N)C.[Cl-].[NH4+].ClCCl.CO. The product is [CH3:1][C:2]1[N:3]([CH2:30][C:31]([O:33][CH2:34][CH3:35])=[O:32])[C:4]2[CH2:5][C:6]([CH3:28])([CH3:27])[CH2:7][C:8](=[O:26])[C:9]=2[C:10]=1[CH2:11][C:12]1[CH:13]=[CH:14][C:15]([S:18]([N:21]2[CH2:22][CH2:23][CH2:24][CH2:25]2)(=[O:20])=[O:19])=[CH:16][CH:17]=1. The yield is 0.464. (3) The reactants are [CH3:1][O:2][C:3]1[C:12]2[N:11]=[C:10]([NH2:13])[N:9]3[CH2:14][CH2:15][N:16]=[C:8]3[C:7]=2[CH:6]=[CH:5][C:4]=1[O:17][CH2:18][C@H:19]1[CH2:21][O:20]1.[CH3:22][C@H:23]1[O:28][C@@H:27]([CH3:29])[CH2:26][NH:25][CH2:24]1. The catalyst is CN(C=O)C. The product is [CH3:29][C@H:27]1[O:28][C@@H:23]([CH3:22])[CH2:24][N:25]([CH2:21][C@@H:19]([OH:20])[CH2:18][O:17][C:4]2[CH:5]=[CH:6][C:7]3[C:8]4[N:9]([CH2:14][CH2:15][N:16]=4)[C:10]([NH2:13])=[N:11][C:12]=3[C:3]=2[O:2][CH3:1])[CH2:26]1. The yield is 0.960. (4) The catalyst is CC(N(C)C)=O. The product is [CH:1]1([N:7]2[C:12]([OH:13])=[C:11]([C:14]([NH:16][CH2:17][C:18]([OH:20])=[O:19])=[O:15])[C:10](=[O:23])[N:9]([CH2:37][C:36]3[CH:35]=[CH:34][C:33]([C:32]([F:31])([F:41])[F:42])=[CH:40][CH:39]=3)[C:8]2=[O:24])[CH2:6][CH2:5][CH2:4][CH2:3][CH2:2]1. The yield is 0.375. The reactants are [CH:1]1([N:7]2[C:12]([OH:13])=[C:11]([C:14]([NH:16][CH2:17][C:18]([O:20]CC)=[O:19])=[O:15])[C:10](=[O:23])[NH:9][C:8]2=[O:24])[CH2:6][CH2:5][CH2:4][CH2:3][CH2:2]1.C(=O)([O-])[O-].[K+].[K+].[F:31][C:32]([F:42])([F:41])[C:33]1[CH:40]=[CH:39][C:36]([CH2:37]Br)=[CH:35][CH:34]=1.Cl.